From a dataset of TCR-epitope binding with 47,182 pairs between 192 epitopes and 23,139 TCRs. Binary Classification. Given a T-cell receptor sequence (or CDR3 region) and an epitope sequence, predict whether binding occurs between them. (1) The epitope is ELAGIGILTV. The TCR CDR3 sequence is CASRATGMSSYEQYF. Result: 0 (the TCR does not bind to the epitope). (2) The epitope is TSNQVAVLY. The TCR CDR3 sequence is CASSSPPSSGRRGTDTQYF. Result: 1 (the TCR binds to the epitope). (3) The epitope is YLQPRTFLL. The TCR CDR3 sequence is CASSRMGARDGYTF. Result: 0 (the TCR does not bind to the epitope). (4) The epitope is SQASSRSSSR. The TCR CDR3 sequence is CASSFTEGTEAFF. Result: 0 (the TCR does not bind to the epitope). (5) The epitope is KLWAQCVQL. The TCR CDR3 sequence is CASSYVQADQPQHF. Result: 1 (the TCR binds to the epitope). (6) The epitope is HPVGEADYFEY. The TCR CDR3 sequence is CATSREGGGYNEQFF. Result: 0 (the TCR does not bind to the epitope). (7) The epitope is LQPFPQPELPYPQPQ. The TCR CDR3 sequence is CASGQVTLPTETQYF. Result: 1 (the TCR binds to the epitope).